This data is from Merck oncology drug combination screen with 23,052 pairs across 39 cell lines. The task is: Regression. Given two drug SMILES strings and cell line genomic features, predict the synergy score measuring deviation from expected non-interaction effect. (1) Drug 1: Nc1ccn(C2OC(CO)C(O)C2(F)F)c(=O)n1. Drug 2: COC1=C2CC(C)CC(OC)C(O)C(C)C=C(C)C(OC(N)=O)C(OC)C=CC=C(C)C(=O)NC(=CC1=O)C2=O. Cell line: A375. Synergy scores: synergy=-22.4. (2) Drug 1: CN1C(=O)C=CC2(C)C3CCC4(C)C(NC(=O)OCC(F)(F)F)CCC4C3CCC12. Drug 2: COC1=C2CC(C)CC(OC)C(O)C(C)C=C(C)C(OC(N)=O)C(OC)C=CC=C(C)C(=O)NC(=CC1=O)C2=O. Cell line: ZR751. Synergy scores: synergy=-8.13. (3) Drug 1: CCC1=CC2CN(C1)Cc1c([nH]c3ccccc13)C(C(=O)OC)(c1cc3c(cc1OC)N(C)C1C(O)(C(=O)OC)C(OC(C)=O)C4(CC)C=CCN5CCC31C54)C2. Drug 2: COC1CC2CCC(C)C(O)(O2)C(=O)C(=O)N2CCCCC2C(=O)OC(C(C)CC2CCC(OP(C)(C)=O)C(OC)C2)CC(=O)C(C)C=C(C)C(O)C(OC)C(=O)C(C)CC(C)C=CC=CC=C1C. Cell line: RPMI7951. Synergy scores: synergy=14.6.